From a dataset of Reaction yield outcomes from USPTO patents with 853,638 reactions. Predict the reaction yield, written as a fraction of the theoretical maximum amount of product (1.0 means a 100% yield; for example, 0.34 means a 34% yield). (1) The reactants are [CH:1]([N:4]1[C@@H:9]([CH3:10])[C:8](=[O:11])[NH:7][C:6]2[CH:12]=[C:13]([C:16](OC)=[O:17])[CH:14]=[N:15][C:5]1=2)([CH3:3])[CH3:2].[H-].[Na+].[H-].[H-].[H-].[H-].[Li+].[Al+3]. The catalyst is C1COCC1. The product is [OH:17][CH2:16][C:13]1[CH:14]=[N:15][C:5]2[N:4]([CH:1]([CH3:2])[CH3:3])[C@@H:9]([CH3:10])[C:8](=[O:11])[NH:7][C:6]=2[CH:12]=1. The yield is 0.520. (2) The product is [CH3:28][S:29]([OH:32])(=[O:31])=[O:30].[NH2:1][CH2:2][CH2:3][CH2:4][O:5][C:6]1[CH:11]=[CH:10][CH:9]=[C:8]([O:12][CH3:13])[C:7]=1[C:14]1[NH:18][N:17]=[C:16]([NH:19][C:20]2[N:21]=[CH:22][C:23]([C:26]#[N:27])=[N:24][CH:25]=2)[CH:15]=1. The catalyst is CO. The reactants are [NH2:1][CH2:2][CH2:3][CH2:4][O:5][C:6]1[CH:11]=[CH:10][CH:9]=[C:8]([O:12][CH3:13])[C:7]=1[C:14]1[NH:18][N:17]=[C:16]([NH:19][C:20]2[N:21]=[CH:22][C:23]([C:26]#[N:27])=[N:24][CH:25]=2)[CH:15]=1.[CH3:28][S:29]([OH:32])(=[O:31])=[O:30]. The yield is 0.740. (3) The reactants are C1(COC(=O)[N:7]([CH2:24][CH:25]2[CH2:27][CH2:26]2)[C:8]2[S:12][C:11]([CH3:13])=[N:10][C:9]=2[C:14](=[O:23])[NH:15][C:16]2[CH:21]=[CH:20][N:19]=[C:18]([CH3:22])[N:17]=2)CC1. The catalyst is FC(F)(F)C(O)=O.C(=O)(O)[O-].[Na+]. The product is [CH3:22][C:18]1[N:17]=[C:16]([NH:15][C:14]([C:9]2[N:10]=[C:11]([CH3:13])[S:12][C:8]=2[NH:7][CH2:24][CH:25]2[CH2:27][CH2:26]2)=[O:23])[CH:21]=[CH:20][N:19]=1. The yield is 0.540.